This data is from Reaction yield outcomes from USPTO patents with 853,638 reactions. The task is: Predict the reaction yield, written as a fraction of the theoretical maximum amount of product (1.0 means a 100% yield; for example, 0.34 means a 34% yield). (1) The reactants are [CH2:1]([O:3][C:4]1[CH:5]=[C:6]([CH:9]=[C:10]([F:13])[C:11]=1[OH:12])[CH:7]=O)[CH3:2].[C:14]1([C:20](=O)[CH2:21][C:22]2[CH:27]=[CH:26][CH:25]=[CH:24][CH:23]=2)[CH:19]=[CH:18][CH:17]=[CH:16][CH:15]=1.[NH2:29][C:30]([NH2:32])=[O:31].Cl. The catalyst is C(O)C. The product is [CH2:1]([O:3][C:4]1[CH:5]=[C:6]([CH:7]2[C:21]([C:22]3[CH:27]=[CH:26][CH:25]=[CH:24][CH:23]=3)=[C:20]([C:14]3[CH:19]=[CH:18][CH:17]=[CH:16][CH:15]=3)[NH:32][C:30](=[O:31])[NH:29]2)[CH:9]=[C:10]([F:13])[C:11]=1[OH:12])[CH3:2]. The yield is 0.106. (2) The reactants are [Cl:1][C:2]1(C2C=CC=C(C(=O)NC)C=2)[CH:7]=[CH:6][C:5]([N:8]([C:12]2[CH:17]=[CH:16][CH:15]=[CH:14][C:13]=2[C:18]([F:21])([F:20])[F:19])[C:9](=[O:11])[NH2:10])=[C:4](NC(O)=O)[CH2:3]1.[CH3:36][NH:37][C:38]([C:40]1[CH:41]=[C:42]([CH:44]=[CH:45][CH:46]=1)[NH2:43])=[O:39].C1C=CC2N(O)N=NC=2C=1.O.CN1CC[O:62][CH2:61]C1. The catalyst is CN(C=O)C.O. The product is [Cl:1][C:2]1([C:61](=[O:62])[NH:43][C:42]2[CH:44]=[CH:45][CH:46]=[C:40]([C:38](=[O:39])[NH:37][CH3:36])[CH:41]=2)[CH:7]=[CH:6][C:5]([N:8]([C:12]2[CH:17]=[CH:16][CH:15]=[CH:14][C:13]=2[C:18]([F:19])([F:21])[F:20])[C:9](=[O:11])[NH2:10])=[CH:4][CH2:3]1. The yield is 0.410. (3) The reactants are CO[C:3]1[C:4]2[N:11]=[C:10]([C:12]3[N:16]([CH3:17])[C:15]([C:18]4[CH:22]=[CH:21][S:20][CH:19]=4)=[N:14][C:13]=3[C:23]3[CH:28]=[CH:27][CH:26]=[CH:25][CH:24]=3)[S:9][C:5]=2[N:6]=[CH:7][N:8]=1.[NH3:29]. The catalyst is O1CCOCC1. The product is [CH3:17][N:16]1[C:12]([C:10]2[S:9][C:5]3[N:6]=[CH:7][N:8]=[C:3]([NH2:29])[C:4]=3[N:11]=2)=[C:13]([C:23]2[CH:24]=[CH:25][CH:26]=[CH:27][CH:28]=2)[N:14]=[C:15]1[C:18]1[CH:22]=[CH:21][S:20][CH:19]=1. The yield is 0.680. (4) The reactants are [C:1]([O:7][CH2:8][CH:9]=[CH2:10])(=[O:6])[CH2:2][C:3]([CH3:5])=O.[Cl:11][C:12]1[CH:19]=[CH:18][CH:17]=[CH:16][C:13]=1[CH:14]=O.[NH4+:20].[OH-:21]. The catalyst is CCO. The product is [Cl:11][C:12]1[CH:19]=[CH:18][CH:17]=[CH:16][C:13]=1[CH:14]1[C:2]([C:1]([O:7][CH2:8][CH:9]=[CH2:10])=[O:6])=[C:3]([CH3:5])[NH:20][C:3]([CH3:5])=[C:2]1[C:1]([O:7][CH2:8][CH:9]=[CH2:10])=[O:21]. The yield is 0.200. (5) The reactants are [CH2:1]([N:3]1[C:11]2[C:6](=[CH:7][CH:8]=[C:9]([C:12]([F:15])([F:14])[F:13])[CH:10]=2)[C:5]([C:16]#[N:17])=[C:4]1[N:18]1[CH2:23][CH2:22][NH:21][CH2:20][CH2:19]1)[CH3:2].N1C=CC=CC=1.[CH:30]1([S:33](Cl)(=[O:35])=[O:34])[CH2:32][CH2:31]1. The catalyst is ClCCl. The product is [CH:30]1([S:33]([N:21]2[CH2:20][CH2:19][N:18]([C:4]3[N:3]([CH2:1][CH3:2])[C:11]4[C:6]([C:5]=3[C:16]#[N:17])=[CH:7][CH:8]=[C:9]([C:12]([F:14])([F:15])[F:13])[CH:10]=4)[CH2:23][CH2:22]2)(=[O:35])=[O:34])[CH2:32][CH2:31]1. The yield is 0.700. (6) The reactants are Cl[C:2]1[N:7]=[C:6]([Cl:8])[N:5]=[CH:4][N:3]=1.[C:9]([O:13][C:14]([N:16]1[CH2:23][CH:22]2[CH:18]([CH2:19][NH:20][CH2:21]2)[CH2:17]1)=[O:15])([CH3:12])([CH3:11])[CH3:10].CCN(C(C)C)C(C)C. The catalyst is C(#N)C.[NH4+].[Cl-]. The product is [Cl:8][C:6]1[N:5]=[CH:4][N:3]=[C:2]([N:20]2[CH2:19][CH:18]3[CH2:17][N:16]([C:14]([O:13][C:9]([CH3:12])([CH3:11])[CH3:10])=[O:15])[CH2:23][CH:22]3[CH2:21]2)[N:7]=1. The yield is 0.440. (7) The reactants are [C:1]([Cl:5])(Cl)(Cl)[Cl:2].C1(P(C2C=CC=CC=2)C2C=CC=CC=2)C=CC=CC=1.[F:25][C:26]1[CH:31]=[CH:30][C:29]([F:32])=[CH:28][C:27]=1[C:33](=O)[C:34]([O:36][CH2:37][CH3:38])=[O:35]. The catalyst is ClCCl. The product is [Cl:2][C:1]([Cl:5])=[C:33]([C:27]1[CH:28]=[C:29]([F:32])[CH:30]=[CH:31][C:26]=1[F:25])[C:34]([O:36][CH2:37][CH3:38])=[O:35]. The yield is 0.850. (8) The reactants are [NH2:1][C:2]1[S:3][C:4]([C:8]([O:10][CH2:11][CH3:12])=[O:9])=[C:5]([CH3:7])[N:6]=1.[C:13](O[C:13]([O:15][C:16]([CH3:19])([CH3:18])[CH3:17])=[O:14])([O:15][C:16]([CH3:19])([CH3:18])[CH3:17])=[O:14].C(N(CC)CC)C.Cl. The catalyst is O1CCCC1.CN(C1C=CN=CC=1)C. The product is [C:16]([O:15][C:13]([NH:1][C:2]1[S:3][C:4]([C:8]([O:10][CH2:11][CH3:12])=[O:9])=[C:5]([CH3:7])[N:6]=1)=[O:14])([CH3:19])([CH3:18])[CH3:17]. The yield is 0.790. (9) The product is [S:15]1[CH:16]=[CH:17][CH:18]=[C:14]1[C:20]1[CH:25]=[C:24]([C:14]2[S:15][CH:16]=[CH:17][CH:18]=2)[N:23]=[CH:22][N:21]=1. The reactants are C([Sn]([C:14]1[S:15][CH:16]=[CH:17][CH:18]=1)(CCCC)CCCC)CCC.Cl[C:20]1[CH:25]=[C:24](Cl)[N:23]=[CH:22][N:21]=1. The catalyst is C1(C)C=CC=CC=1.C1C=CC([P]([Pd]([P](C2C=CC=CC=2)(C2C=CC=CC=2)C2C=CC=CC=2)([P](C2C=CC=CC=2)(C2C=CC=CC=2)C2C=CC=CC=2)[P](C2C=CC=CC=2)(C2C=CC=CC=2)C2C=CC=CC=2)(C2C=CC=CC=2)C2C=CC=CC=2)=CC=1. The yield is 0.720.